This data is from Reaction yield outcomes from USPTO patents with 853,638 reactions. The task is: Predict the reaction yield, written as a fraction of the theoretical maximum amount of product (1.0 means a 100% yield; for example, 0.34 means a 34% yield). The reactants are Cl.Cl.[NH2:3][C@@H:4]1[CH2:9][CH2:8][C@H:7]([C:10]([N:12]2[CH2:17][CH2:16][N:15]([CH:18]([CH3:20])[CH3:19])[CH2:14][CH2:13]2)=[O:11])[CH2:6][CH2:5]1.Cl[C:22](OC1C=CC=CC=1)=[O:23].CCN(CC)CC.[CH2:38]([NH:45][CH:46]([CH3:48])[CH3:47])[C:39]1[CH:44]=[CH:43][CH:42]=[CH:41][CH:40]=1. The catalyst is C(Cl)Cl. The product is [CH2:38]([N:45]([CH:46]([CH3:48])[CH3:47])[C:22]([NH:3][C@H:4]1[CH2:9][CH2:8][C@H:7]([C:10]([N:12]2[CH2:13][CH2:14][N:15]([CH:18]([CH3:20])[CH3:19])[CH2:16][CH2:17]2)=[O:11])[CH2:6][CH2:5]1)=[O:23])[C:39]1[CH:44]=[CH:43][CH:42]=[CH:41][CH:40]=1. The yield is 0.620.